From a dataset of Reaction yield outcomes from USPTO patents with 853,638 reactions. Predict the reaction yield, written as a fraction of the theoretical maximum amount of product (1.0 means a 100% yield; for example, 0.34 means a 34% yield). The reactants are [CH3:1][O:2][C:3]([C:5]1[S:6][C:7]([Br:27])=[CH:8][C:9]=1[N:10]([C:18]([C@H:20]1[CH2:25][CH2:24][C@H:23]([CH3:26])[CH2:22][CH2:21]1)=[O:19])[CH:11]1[CH2:16][CH2:15][C:14](=[O:17])[CH2:13][CH2:12]1)=[O:4].[BH4-].[Na+].CCCCCC.CCOC(C)=O. The catalyst is CO. The product is [CH3:1][O:2][C:3]([C:5]1[S:6][C:7]([Br:27])=[CH:8][C:9]=1[N:10]([C@H:11]1[CH2:12][CH2:13][C@H:14]([OH:17])[CH2:15][CH2:16]1)[C:18]([C@H:20]1[CH2:21][CH2:22][C@H:23]([CH3:26])[CH2:24][CH2:25]1)=[O:19])=[O:4]. The yield is 0.770.